From a dataset of Reaction yield outcomes from USPTO patents with 853,638 reactions. Predict the reaction yield, written as a fraction of the theoretical maximum amount of product (1.0 means a 100% yield; for example, 0.34 means a 34% yield). The reactants are C(N(CC)CC)C.[C:8]1([C:26]2[CH:31]=[CH:30][CH:29]=[CH:28][CH:27]=2)[CH:13]=[CH:12][C:11]([C:14]([N:16]2[CH2:20][C:19](=[N:21][O:22][CH3:23])[CH2:18][C@H:17]2[C:24]#[N:25])=[O:15])=[CH:10][CH:9]=1.Cl.[NH2:33][OH:34]. The yield is 0.820. The catalyst is C(O)C. The product is [C:8]1([C:26]2[CH:31]=[CH:30][CH:29]=[CH:28][CH:27]=2)[CH:9]=[CH:10][C:11]([C:14]([N:16]2[CH2:20][C:19](=[N:21][O:22][CH3:23])[CH2:18][C@H:17]2[C:24](=[N:33][OH:34])[NH2:25])=[O:15])=[CH:12][CH:13]=1.